From a dataset of Forward reaction prediction with 1.9M reactions from USPTO patents (1976-2016). Predict the product of the given reaction. Given the reactants [H-].[Na+].[CH2:3]([N:10]1[CH2:15][CH2:14][C:13]2([CH:19]([C:20]3[CH:25]=[CH:24][C:23]([CH:26]([CH3:28])[CH3:27])=[CH:22][CH:21]=3)[C:18]3[C:29]([CH3:36])=[C:30]([OH:35])[C:31]([CH3:34])=[C:32]([CH3:33])[C:17]=3[O:16]2)[CH2:12][CH2:11]1)[C:4]1[CH:9]=[CH:8][CH:7]=[CH:6][CH:5]=1.[CH3:37][O:38][C:39]1[CH:46]=[CH:45][C:42]([CH2:43]Cl)=[CH:41][CH:40]=1.O, predict the reaction product. The product is: [CH2:3]([N:10]1[CH2:15][CH2:14][C:13]2([CH:19]([C:20]3[CH:21]=[CH:22][C:23]([CH:26]([CH3:28])[CH3:27])=[CH:24][CH:25]=3)[C:18]3[C:29]([CH3:36])=[C:30]([O:35][CH2:43][C:42]4[CH:45]=[CH:46][C:39]([O:38][CH3:37])=[CH:40][CH:41]=4)[C:31]([CH3:34])=[C:32]([CH3:33])[C:17]=3[O:16]2)[CH2:12][CH2:11]1)[C:4]1[CH:9]=[CH:8][CH:7]=[CH:6][CH:5]=1.